The task is: Predict the product of the given reaction.. This data is from Forward reaction prediction with 1.9M reactions from USPTO patents (1976-2016). (1) Given the reactants C([BH3-])#N.[Na+].[CH:5]1([C:8]2[NH:9][C:10]3[C:15]([CH:16]=2)=[CH:14][CH:13]=[CH:12][CH:11]=3)[CH2:7][CH2:6]1.O.[OH-].[Na+], predict the reaction product. The product is: [CH:5]1([CH:8]2[CH2:16][C:15]3[C:10](=[CH:11][CH:12]=[CH:13][CH:14]=3)[NH:9]2)[CH2:7][CH2:6]1. (2) The product is: [CH:25]1[C:24]2[N:23]([C:20]3[CH:21]=[CH:22][C:17]([C:12]4[CH:13]=[C:14]5[C:9](=[CH:10][CH:11]=4)[CH:8]=[C:7]([OH:6])[CH:16]=[CH:15]5)=[CH:18][CH:19]=3)[C:35]3[C:30](=[CH:31][CH:32]=[CH:33][CH:34]=3)[C:29]=2[CH:28]=[CH:27][CH:26]=1. Given the reactants B(Br)(Br)Br.C[O:6][C:7]1[CH:8]=[C:9]2[C:14](=[CH:15][CH:16]=1)[CH:13]=[C:12]([C:17]1[CH:22]=[CH:21][C:20]([N:23]3[C:35]4[CH:34]=[CH:33][CH:32]=[CH:31][C:30]=4[C:29]4[C:24]3=[CH:25][CH:26]=[CH:27][CH:28]=4)=[CH:19][CH:18]=1)[CH:11]=[CH:10]2, predict the reaction product.